Dataset: Forward reaction prediction with 1.9M reactions from USPTO patents (1976-2016). Task: Predict the product of the given reaction. (1) Given the reactants [Br:1][C:2]1[CH:11]=[CH:10][C:9]2[C:4](=[CH:5][CH:6]=[C:7]([O:12][C@H:13]3[CH2:18][CH2:17][C@@H:16]([C:19]([F:22])([F:21])[F:20])[CH2:15][CH2:14]3)[CH:8]=2)[CH:3]=1.C1C(=O)N([I:30])C(=O)C1.C(O)(C(F)(F)F)=O, predict the reaction product. The product is: [Br:1][C:2]1[CH:3]=[C:4]2[C:9](=[CH:10][CH:11]=1)[C:8]([I:30])=[C:7]([O:12][C@H:13]1[CH2:14][CH2:15][C@@H:16]([C:19]([F:20])([F:21])[F:22])[CH2:17][CH2:18]1)[CH:6]=[CH:5]2. (2) Given the reactants [OH:1][CH:2]1[CH2:7][CH2:6][N:5]([C:8]([O:10][C:11]([CH3:14])([CH3:13])[CH3:12])=[O:9])[CH2:4][CH2:3]1.[Br:15][C:16]1[CH:21]=[CH:20][CH:19]=[CH:18][C:17]=1O.C1(P(C2C=CC=CC=2)C2C=CC=CC=2)C=CC=CC=1.N(C(OC(C)C)=O)=NC(OC(C)C)=O, predict the reaction product. The product is: [Br:15][C:16]1[CH:21]=[CH:20][CH:19]=[CH:18][C:17]=1[O:1][CH:2]1[CH2:3][CH2:4][N:5]([C:8]([O:10][C:11]([CH3:14])([CH3:13])[CH3:12])=[O:9])[CH2:6][CH2:7]1. (3) Given the reactants CN(C)C=O.[H-].[Na+].[Cl:8][C:9]1[CH:14]=[C:13]([O:15][C:16]2[C:25]3[C:20](=[CH:21][C:22]([O:28][CH3:29])=[C:23]([O:26][CH3:27])[CH:24]=3)[N:19]=[CH:18][N:17]=2)[CH:12]=[CH:11][C:10]=1[NH:30][C:31](=[O:41])[O:32][CH2:33][C:34]1[CH:39]=[CH:38][CH:37]=[CH:36][C:35]=1[CH3:40].[CH2:42](I)[CH3:43], predict the reaction product. The product is: [Cl:8][C:9]1[CH:14]=[C:13]([O:15][C:16]2[C:25]3[C:20](=[CH:21][C:22]([O:28][CH3:29])=[C:23]([O:26][CH3:27])[CH:24]=3)[N:19]=[CH:18][N:17]=2)[CH:12]=[CH:11][C:10]=1[N:30]([CH2:42][CH3:43])[C:31](=[O:41])[O:32][CH2:33][C:34]1[CH:39]=[CH:38][CH:37]=[CH:36][C:35]=1[CH3:40]. (4) The product is: [O:10]=[C:8]1[N:7]([CH:11]2[CH2:16][CH2:15][N:14]([C:17]([O:19][C:20]([CH3:21])([CH3:22])[CH3:23])=[O:18])[CH2:13][CH2:12]2)[C:6]2[CH:24]=[CH:25][C:3]([C:1]3[NH:42][N:41]=[N:40][N:2]=3)=[CH:4][C:5]=2[NH:9]1. Given the reactants [C:1]([C:3]1[CH:25]=[CH:24][C:6]2[N:7]([CH:11]3[CH2:16][CH2:15][N:14]([C:17]([O:19][C:20]([CH3:23])([CH3:22])[CH3:21])=[O:18])[CH2:13][CH2:12]3)[C:8](=[O:10])[NH:9][C:5]=2[CH:4]=1)#[N:2].C([Sn](=O)CCCC)CCC.C[Si]([N:40]=[N+:41]=[N-:42])(C)C, predict the reaction product.